Task: Predict the reactants needed to synthesize the given product.. Dataset: Full USPTO retrosynthesis dataset with 1.9M reactions from patents (1976-2016) (1) Given the product [F:12][C:11]([F:14])([F:13])[C:10]([NH:9][C:5]1[CH:6]=[C:7]([CH3:8])[C:2]([CH:29]=[O:30])=[C:3]([CH3:16])[CH:4]=1)=[O:15], predict the reactants needed to synthesize it. The reactants are: Br[C:2]1[C:7]([CH3:8])=[CH:6][C:5]([NH:9][C:10](=[O:15])[C:11]([F:14])([F:13])[F:12])=[CH:4][C:3]=1[CH3:16].[Li]C.[Li+].[Br-].[Li]C(CC)C.CN([CH:29]=[O:30])C. (2) Given the product [C:1]([C:3]1[CH:4]=[C:5]([C:16](=[O:24])[C:17]2[CH:22]=[CH:21][CH:20]=[C:19]([O:23][CH2:27][CH2:28][N:29]3[CH2:34][CH2:33][O:32][CH2:31][CH2:30]3)[CH:18]=2)[N:6]2[C:15]3[C:10](=[CH:11][CH:12]=[CH:13][CH:14]=3)[CH:9]=[CH:8][C:7]=12)#[N:2], predict the reactants needed to synthesize it. The reactants are: [C:1]([C:3]1[CH:4]=[C:5]([C:16](=[O:24])[C:17]2[CH:22]=[CH:21][CH:20]=[C:19]([OH:23])[CH:18]=2)[N:6]2[C:15]3[C:10](=[CH:11][CH:12]=[CH:13][CH:14]=3)[CH:9]=[CH:8][C:7]=12)#[N:2].Cl.Cl[CH2:27][CH2:28][N:29]1[CH2:34][CH2:33][O:32][CH2:31][CH2:30]1.C(=O)([O-])[O-].[K+].[K+]. (3) Given the product [CH2:1]([O:3][C:4]([C:6]1[N:7]=[C:8]([Br:23])[N:9]([CH:20]([CH3:22])[CH3:21])[C:10]=1[CH:11]([C:13]1[CH:18]=[CH:17][C:16]([Cl:19])=[CH:15][CH:14]=1)[NH:24][C:25]1[CH:26]=[N:27][CH:28]=[C:29]([Cl:31])[CH:30]=1)=[O:5])[CH3:2], predict the reactants needed to synthesize it. The reactants are: [CH2:1]([O:3][C:4]([C:6]1[N:7]=[C:8]([Br:23])[N:9]([CH:20]([CH3:22])[CH3:21])[C:10]=1[CH:11]([C:13]1[CH:18]=[CH:17][C:16]([Cl:19])=[CH:15][CH:14]=1)O)=[O:5])[CH3:2].[NH2:24][C:25]1[CH:26]=[N:27][CH:28]=[C:29]([Cl:31])[CH:30]=1. (4) Given the product [Cl:18][C:10]1[CH:11]=[CH:12][C:13]([N+:15]([O-:17])=[O:16])=[CH:14][C:9]=1[C:7]([CH3:1])=[CH2:6], predict the reactants needed to synthesize it. The reactants are: [CH2:1]([Li])CCC.[CH3:6][C:7]([C:9]1[CH:14]=[C:13]([N+:15]([O-:17])=[O:16])[CH:12]=[CH:11][C:10]=1[Cl:18])=O. (5) Given the product [Br:31][C:32]1[CH:33]=[C:34]([CH:46]=[CH:47][CH:48]=1)[CH2:35][C:36]([CH2:38][C:39]1[CH:44]=[CH:43][CH:42]=[C:41]([Br:45])[CH:40]=1)=[CH:49][CH2:6][C:5]1[CH:26]=[CH:27][CH:28]=[C:3]([Br:2])[CH:4]=1, predict the reactants needed to synthesize it. The reactants are: [Br-].[Br:2][C:3]1[CH:4]=[C:5]([CH:26]=[CH:27][CH:28]=1)[CH2:6][P+](C1C=CC=CC=1)(C1C=CC=CC=1)C1C=CC=CC=1.[H-].[Na+].[Br:31][C:32]1[CH:33]=[C:34]([CH:46]=[CH:47][CH:48]=1)[CH2:35][C:36]([CH2:38][C:39]1[CH:44]=[CH:43][CH:42]=[C:41]([Br:45])[CH:40]=1)=O.[C:49]1(C)C=CC=CC=1. (6) Given the product [C:8]([C:7]1[CH:10]=[CH:11][C:4]([CH:1]([N:13]([CH3:12])[CH2:25][C:26]([O:28][C:29]([CH3:32])([CH3:31])[CH3:30])=[O:27])[CH3:2])=[CH:5][CH:6]=1)#[N:9], predict the reactants needed to synthesize it. The reactants are: [C:1]([C:4]1[CH:11]=[CH:10][C:7]([C:8]#[N:9])=[CH:6][CH:5]=1)(=O)[CH3:2].[CH3:12][NH2:13].[BH4-].[Na+].[OH-].[NH4+].C(=O)([O-])[O-].[K+].[K+].Br[CH2:25][C:26]([O:28][C:29]([CH3:32])([CH3:31])[CH3:30])=[O:27]. (7) Given the product [C:1]([O:5][C:6]([NH:8][CH2:9][CH2:10][NH:11][S:12]([C:15]1[C:20]([Cl:21])=[CH:19][CH:18]=[C:17]([N+:22]([O-:24])=[O:23])[C:16]=1[OH:28])(=[O:14])=[O:13])=[O:7])([CH3:4])([CH3:3])[CH3:2], predict the reactants needed to synthesize it. The reactants are: [C:1]([O:5][C:6]([NH:8][CH2:9][CH2:10][NH:11][S:12]([C:15]1[C:20]([Cl:21])=[CH:19][CH:18]=[C:17]([N+:22]([O-:24])=[O:23])[C:16]=1Cl)(=[O:14])=[O:13])=[O:7])([CH3:4])([CH3:3])[CH3:2].[H-].[Na+].[OH2:28]. (8) Given the product [O:22]=[C:2]1[C:3]2([C:21]3[C:12](=[CH:13][C:14]4[O:19][CH2:18][CH2:17][O:16][C:15]=4[CH:20]=3)[O:11][CH2:10]2)[C:4]2[C:9](=[CH:8][CH:7]=[CH:6][CH:5]=2)[N:1]1[CH2:46][C:47]1[CH:48]=[CH:49][C:50]([NH:53][C:54](=[O:60])[O:55][C:56]([CH3:58])([CH3:57])[CH3:59])=[N:51][CH:52]=1, predict the reactants needed to synthesize it. The reactants are: [NH:1]1[C:9]2[C:4](=[CH:5][CH:6]=[CH:7][CH:8]=2)[C:3]2([C:21]3[C:12](=[CH:13][C:14]4[O:19][CH2:18][CH2:17][O:16][C:15]=4[CH:20]=3)[O:11][CH2:10]2)[C:2]1=[O:22].CC1C2C=C3C4(C5C(=CC=CC=5)NC4=O)COC3=CC=2ON=1.Br[CH2:46][C:47]1[CH:48]=[CH:49][C:50]([NH:53][C:54](=[O:60])[O:55][C:56]([CH3:59])([CH3:58])[CH3:57])=[N:51][CH:52]=1.BrCC1OC(C(F)(F)F)=CC=1.